The task is: Predict the reactants needed to synthesize the given product.. This data is from Full USPTO retrosynthesis dataset with 1.9M reactions from patents (1976-2016). (1) Given the product [OH:8][CH:7]([C:2]1[CH:3]=[CH:4][CH:5]=[CH:6][N:1]=1)[C:10](=[CH2:11])[C:9]#[N:12], predict the reactants needed to synthesize it. The reactants are: [N:1]1[CH:6]=[CH:5][CH:4]=[CH:3][C:2]=1[CH:7]=[O:8].[C:9](#[N:12])[CH:10]=[CH2:11].C1N2CCN(CC2)C1. (2) Given the product [CH2:1]([O:8][C:9]1[CH:16]=[CH:15][C:12]([OH:26])=[CH:11][C:10]=1[Cl:17])[C:2]1[CH:7]=[CH:6][CH:5]=[CH:4][CH:3]=1, predict the reactants needed to synthesize it. The reactants are: [CH2:1]([O:8][C:9]1[CH:16]=[CH:15][C:12](C=O)=[CH:11][C:10]=1[Cl:17])[C:2]1[CH:7]=[CH:6][CH:5]=[CH:4][CH:3]=1.C1C=C(Cl)C=C(C(OO)=[O:26])C=1.